This data is from Peptide-MHC class I binding affinity with 185,985 pairs from IEDB/IMGT. The task is: Regression. Given a peptide amino acid sequence and an MHC pseudo amino acid sequence, predict their binding affinity value. This is MHC class I binding data. The peptide sequence is RLHRLLLMR. The MHC is HLA-A29:02 with pseudo-sequence HLA-A29:02. The binding affinity (normalized) is 0.213.